This data is from Forward reaction prediction with 1.9M reactions from USPTO patents (1976-2016). The task is: Predict the product of the given reaction. (1) Given the reactants [CH3:1][CH:2]([CH2:6][CH2:7][CH2:8][CH3:9])[C:3]([OH:5])=[O:4].[CH:10]1([CH2:13]O)[CH2:12][CH2:11]1, predict the reaction product. The product is: [CH3:1][CH:2]([CH2:6][CH2:7][CH2:8][CH3:9])[C:3]([O:5][CH2:13][CH:10]1[CH2:12][CH2:11]1)=[O:4]. (2) Given the reactants [N+](=CC([CH:6]1[CH2:11][C:10]([CH3:13])([CH3:12])[O:9][C:8]([CH3:15])([CH3:14])[CH2:7]1)=O)=[N-].[BrH:16].[CH2:17]([O:19]CC)[CH3:18], predict the reaction product. The product is: [Br:16][CH2:18][C:17]([CH:7]1[CH2:6][CH2:11][C:10]([CH3:12])([CH3:13])[O:9][C:8]1([CH3:14])[CH3:15])=[O:19]. (3) Given the reactants [CH2:1]1[CH:5]2[CH2:6][NH:7][CH2:8][CH:4]2[CH2:3][N:2]1[C:9]1[CH:10]=[N:11][C:12]([O:18][C:19]2[CH:24]=[CH:23][C:22]([O:25][C:26]3[CH:31]=[CH:30][CH:29]=[CH:28][CH:27]=3)=[CH:21][CH:20]=2)=[C:13]([CH:17]=1)[C:14]([NH2:16])=[O:15].C(N(CC)C(C)C)(C)C.[C:41](Cl)(=[O:45])/[CH:42]=[CH:43]/[CH3:44], predict the reaction product. The product is: [C:41]([N:7]1[CH2:6][CH:5]2[CH2:1][N:2]([C:9]3[CH:10]=[N:11][C:12]([O:18][C:19]4[CH:20]=[CH:21][C:22]([O:25][C:26]5[CH:27]=[CH:28][CH:29]=[CH:30][CH:31]=5)=[CH:23][CH:24]=4)=[C:13]([CH:17]=3)[C:14]([NH2:16])=[O:15])[CH2:3][CH:4]2[CH2:8]1)(=[O:45])/[CH:42]=[CH:43]/[CH3:44]. (4) Given the reactants I[C:2]1[N:6]([CH:7]2[C:16]3[C:11](=[CH:12][CH:13]=[CH:14][CH:15]=3)[C:10](=[O:17])[O:9][C:8]2([CH3:19])[CH3:18])[CH:5]=[N:4][CH:3]=1.[CH2:20]([Sn](CCCC)(CCCC)C(C)=C)[CH2:21][CH2:22]C, predict the reaction product. The product is: [C:21]([C:2]1[N:6]([CH:7]2[C:16]3[C:11](=[CH:12][CH:13]=[CH:14][CH:15]=3)[C:10](=[O:17])[O:9][C:8]2([CH3:19])[CH3:18])[CH:5]=[N:4][CH:3]=1)([CH3:22])=[CH2:20]. (5) Given the reactants C(OC([N:8]1[C:17]2[C:12](=[CH:13][CH:14]=[CH:15][CH:16]=2)[N:11]([C:18]2[CH:23]=[CH:22][C:21]([N:24]3[CH2:29][CH2:28][N:27]([S:30]([CH2:33][CH3:34])(=[O:32])=[O:31])[CH2:26][CH2:25]3)=[CH:20][N:19]=2)[CH2:10][CH2:9]1)=O)(C)(C)C.Cl, predict the reaction product. The product is: [CH2:33]([S:30]([N:27]1[CH2:28][CH2:29][N:24]([C:21]2[CH:22]=[CH:23][C:18]([N:11]3[C:12]4[C:17](=[CH:16][CH:15]=[CH:14][CH:13]=4)[NH:8][CH2:9][CH2:10]3)=[N:19][CH:20]=2)[CH2:25][CH2:26]1)(=[O:32])=[O:31])[CH3:34]. (6) Given the reactants [CH2:1]([N:4]1[C:12]2[C:11](=[O:13])[NH:10][C:9](=[O:14])[N:8]([CH2:15][CH3:16])[C:7]=2[N:6]=[C:5]1[Cl:17])[CH:2]=[CH2:3].Br[CH2:19][CH2:20][CH2:21][O:22][Si:23]([C:26]([CH3:29])([CH3:28])[CH3:27])([CH3:25])[CH3:24].C(=O)([O-])[O-].[K+].[K+], predict the reaction product. The product is: [CH2:1]([N:4]1[C:12]2[C:11](=[O:13])[N:10]([CH2:19][CH2:20][CH2:21][O:22][Si:23]([C:26]([CH3:27])([CH3:29])[CH3:28])([CH3:24])[CH3:25])[C:9](=[O:14])[N:8]([CH2:15][CH3:16])[C:7]=2[N:6]=[C:5]1[Cl:17])[CH:2]=[CH2:3].